From a dataset of Catalyst prediction with 721,799 reactions and 888 catalyst types from USPTO. Predict which catalyst facilitates the given reaction. Reactant: [I:1][C:2]1[CH:3]=[CH:4][C:5]([NH:11][CH3:12])=[C:6]([CH:10]=1)[C:7]([OH:9])=[O:8].C(=O)([O-])[O-].[Na+].[Na+].O.[C:20](Cl)(Cl)=[O:21]. Product: [I:1][C:2]1[CH:3]=[CH:4][C:5]2[N:11]([CH3:12])[C:20](=[O:21])[O:9][C:7](=[O:8])[C:6]=2[CH:10]=1. The catalyst class is: 11.